This data is from Forward reaction prediction with 1.9M reactions from USPTO patents (1976-2016). The task is: Predict the product of the given reaction. (1) Given the reactants [C:1]1([C:7]2[O:11][C:10]([CH2:12][CH2:13][C:14]([O:16]C)=[O:15])=[N:9][N:8]=2)[CH:6]=[CH:5][CH:4]=[CH:3][CH:2]=1, predict the reaction product. The product is: [C:1]1([C:7]2[O:11][C:10]([CH2:12][CH2:13][C:14]([OH:16])=[O:15])=[N:9][N:8]=2)[CH:2]=[CH:3][CH:4]=[CH:5][CH:6]=1. (2) Given the reactants [CH:1]1[CH:10]=[N:9][C:8]2[C:3](=[C:4]([N+:12]([O-:14])=[O:13])[CH:5]=[CH:6][C:7]=2[OH:11])[CH:2]=1.[ClH:15], predict the reaction product. The product is: [CH:1]1[CH:10]=[N:9][C:8]2[C:3](=[C:4]([N+:12]([O-:14])=[O:13])[CH:5]=[CH:6][C:7]=2[OH:11])[CH:2]=1.[ClH:15].